From a dataset of Forward reaction prediction with 1.9M reactions from USPTO patents (1976-2016). Predict the product of the given reaction. Given the reactants [CH3:1][C:2]1[CH:7]=[CH:6][C:5]([CH:8]([CH:14]2[CH2:19][CH2:18][O:17][CH2:16][CH2:15]2)[C:9]([O:11]CC)=[O:10])=[CH:4][CH:3]=1.[OH-].[Na+], predict the reaction product. The product is: [CH3:1][C:2]1[CH:3]=[CH:4][C:5]([CH:8]([CH:14]2[CH2:15][CH2:16][O:17][CH2:18][CH2:19]2)[C:9]([OH:11])=[O:10])=[CH:6][CH:7]=1.